This data is from TCR-epitope binding with 47,182 pairs between 192 epitopes and 23,139 TCRs. The task is: Binary Classification. Given a T-cell receptor sequence (or CDR3 region) and an epitope sequence, predict whether binding occurs between them. (1) The epitope is TPINLVRDL. The TCR CDR3 sequence is CASSPDYPGDYNEQFF. Result: 1 (the TCR binds to the epitope). (2) The epitope is SGPLKAEIAQRLED. The TCR CDR3 sequence is CASSLSTGIQPQHF. Result: 1 (the TCR binds to the epitope). (3) The epitope is KPLEFGATSAAL. The TCR CDR3 sequence is CASSLAADTQYF. Result: 1 (the TCR binds to the epitope). (4) The epitope is IVTDFSVIK. The TCR CDR3 sequence is CSARDRAGKETQYF. Result: 1 (the TCR binds to the epitope). (5) The epitope is FIAGLIAIV. The TCR CDR3 sequence is CASSLTGGAETQYF. Result: 1 (the TCR binds to the epitope). (6) The epitope is NQKLIANQF. The TCR CDR3 sequence is CASSWGQGDLDTQYF. Result: 1 (the TCR binds to the epitope). (7) The epitope is RPHERNGFTVL. The TCR CDR3 sequence is CASSQVPGIEAFF. Result: 0 (the TCR does not bind to the epitope). (8) The TCR CDR3 sequence is CSVVYRTANEQFF. Result: 0 (the TCR does not bind to the epitope). The epitope is DATYQRTRALVR.